Dataset: Catalyst prediction with 721,799 reactions and 888 catalyst types from USPTO. Task: Predict which catalyst facilitates the given reaction. Reactant: [Cl:1][C:2]1[CH:7]=[C:6]([Cl:8])[CH:5]=[CH:4][C:3]=1[N:9]1[C:13]([C:14]2[S:15][C:16]([CH:19]=[CH:20][CH2:21][CH2:22][CH3:23])=[CH:17][CH:18]=2)=[C:12]([CH3:24])[C:11]([C:25]2[N:26]([CH3:33])[C:27]([CH3:32])([CH3:31])[C:28](=[O:30])[N:29]=2)=[N:10]1. Product: [Cl:1][C:2]1[CH:7]=[C:6]([Cl:8])[CH:5]=[CH:4][C:3]=1[N:9]1[C:13]([C:14]2[S:15][C:16]([CH2:19][CH2:20][CH2:21][CH2:22][CH3:23])=[CH:17][CH:18]=2)=[C:12]([CH3:24])[C:11]([C:25]2[N:26]([CH3:33])[C:27]([CH3:32])([CH3:31])[C:28](=[O:30])[N:29]=2)=[N:10]1. The catalyst class is: 19.